From a dataset of TCR-epitope binding with 47,182 pairs between 192 epitopes and 23,139 TCRs. Binary Classification. Given a T-cell receptor sequence (or CDR3 region) and an epitope sequence, predict whether binding occurs between them. (1) The epitope is ELAGIGILTV. The TCR CDR3 sequence is CASSGRGAVYEQYF. Result: 0 (the TCR does not bind to the epitope). (2) The epitope is IIKDYGKQM. The TCR CDR3 sequence is CTSSEDKGGGDTQYF. Result: 1 (the TCR binds to the epitope). (3) The epitope is IQYIDIGNY. The TCR CDR3 sequence is CASSLSGADTQYF. Result: 1 (the TCR binds to the epitope).